Dataset: Forward reaction prediction with 1.9M reactions from USPTO patents (1976-2016). Task: Predict the product of the given reaction. (1) Given the reactants Cl.Cl[C:3]1[N:12]=[C:11]([N:13]([C:15]2[CH:20]=[CH:19][C:18]([O:21][CH3:22])=[CH:17][CH:16]=2)[CH3:14])[C:10]2[C:5](=[CH:6][CH:7]=[CH:8][CH:9]=2)[N:4]=1.Cl.[C:24]([O:28][C:29](=[O:33])[C@H:30]([CH3:32])[NH2:31])([CH3:27])([CH3:26])[CH3:25].CCN(CC)CC, predict the reaction product. The product is: [C:24]([O:28][C:29](=[O:33])[C@@H:30]([NH:31][C:3]1[N:12]=[C:11]([N:13]([C:15]2[CH:20]=[CH:19][C:18]([O:21][CH3:22])=[CH:17][CH:16]=2)[CH3:14])[C:10]2[C:5](=[CH:6][CH:7]=[CH:8][CH:9]=2)[N:4]=1)[CH3:32])([CH3:27])([CH3:26])[CH3:25]. (2) Given the reactants [N:1]([C:4]1[C:13]([C:14]2[CH:19]=[CH:18][C:17]([O:20][CH3:21])=[CH:16][CH:15]=2)=[N:12][C:11]([C:22]2[CH:27]=[CH:26][C:25]([O:28][CH3:29])=[CH:24][CH:23]=2)=[CH:10][C:5]=1[C:6]([O:8][CH3:9])=[O:7])=[N+]=[N-], predict the reaction product. The product is: [CH3:21][O:20][C:17]1[CH:16]=[CH:15][C:14]2[C:13]3[N:12]=[C:11]([C:22]4[CH:27]=[CH:26][C:25]([O:28][CH3:29])=[CH:24][CH:23]=4)[CH:10]=[C:5]([C:6]([O:8][CH3:9])=[O:7])[C:4]=3[NH:1][C:19]=2[CH:18]=1.